Task: Regression. Given two drug SMILES strings and cell line genomic features, predict the synergy score measuring deviation from expected non-interaction effect.. Dataset: NCI-60 drug combinations with 297,098 pairs across 59 cell lines (1) Drug 1: C1CC(=O)NC(=O)C1N2CC3=C(C2=O)C=CC=C3N. Drug 2: C1=CN(C=N1)CC(O)(P(=O)(O)O)P(=O)(O)O. Cell line: MCF7. Synergy scores: CSS=0.885, Synergy_ZIP=-2.57, Synergy_Bliss=-7.02, Synergy_Loewe=-3.77, Synergy_HSA=-5.09. (2) Drug 1: C1=CN(C(=O)N=C1N)C2C(C(C(O2)CO)O)O.Cl. Drug 2: CC1=C(C(=O)C2=C(C1=O)N3CC4C(C3(C2COC(=O)N)OC)N4)N. Cell line: SK-OV-3. Synergy scores: CSS=28.6, Synergy_ZIP=-10.9, Synergy_Bliss=-2.74, Synergy_Loewe=-4.23, Synergy_HSA=-0.877. (3) Drug 1: C1CNP(=O)(OC1)N(CCCl)CCCl. Drug 2: C1C(C(OC1N2C=NC3=C2NC=NCC3O)CO)O. Cell line: ACHN. Synergy scores: CSS=-7.55, Synergy_ZIP=5.81, Synergy_Bliss=3.67, Synergy_Loewe=-6.00, Synergy_HSA=-4.90. (4) Cell line: UO-31. Drug 1: C1CCN(CC1)CCOC2=CC=C(C=C2)C(=O)C3=C(SC4=C3C=CC(=C4)O)C5=CC=C(C=C5)O. Drug 2: CC12CCC(CC1=CCC3C2CCC4(C3CC=C4C5=CN=CC=C5)C)O. Synergy scores: CSS=3.16, Synergy_ZIP=-1.39, Synergy_Bliss=-1.49, Synergy_Loewe=-4.69, Synergy_HSA=-0.558. (5) Drug 1: C#CCC(CC1=CN=C2C(=N1)C(=NC(=N2)N)N)C3=CC=C(C=C3)C(=O)NC(CCC(=O)O)C(=O)O. Drug 2: COCCOC1=C(C=C2C(=C1)C(=NC=N2)NC3=CC=CC(=C3)C#C)OCCOC.Cl. Cell line: NCI-H226. Synergy scores: CSS=0.348, Synergy_ZIP=0.259, Synergy_Bliss=0.334, Synergy_Loewe=-1.57, Synergy_HSA=-1.78. (6) Drug 1: C1CN1P(=S)(N2CC2)N3CC3. Drug 2: C(CN)CNCCSP(=O)(O)O. Cell line: HOP-62. Synergy scores: CSS=36.1, Synergy_ZIP=-6.94, Synergy_Bliss=-3.93, Synergy_Loewe=-42.0, Synergy_HSA=-1.82.